Dataset: TCR-epitope binding with 47,182 pairs between 192 epitopes and 23,139 TCRs. Task: Binary Classification. Given a T-cell receptor sequence (or CDR3 region) and an epitope sequence, predict whether binding occurs between them. The epitope is QVPLRPMTYK. Result: 1 (the TCR binds to the epitope). The TCR CDR3 sequence is CASSLYHNTGELFF.